This data is from NCI-60 drug combinations with 297,098 pairs across 59 cell lines. The task is: Regression. Given two drug SMILES strings and cell line genomic features, predict the synergy score measuring deviation from expected non-interaction effect. Drug 1: C1CCC(CC1)NC(=O)N(CCCl)N=O. Drug 2: C1CN(P(=O)(OC1)NCCCl)CCCl. Cell line: MCF7. Synergy scores: CSS=-3.70, Synergy_ZIP=-4.22, Synergy_Bliss=-11.2, Synergy_Loewe=-19.1, Synergy_HSA=-12.6.